This data is from Peptide-MHC class I binding affinity with 185,985 pairs from IEDB/IMGT. The task is: Regression. Given a peptide amino acid sequence and an MHC pseudo amino acid sequence, predict their binding affinity value. This is MHC class I binding data. The peptide sequence is YSDNEMLTH. The MHC is HLA-A68:02 with pseudo-sequence HLA-A68:02. The binding affinity (normalized) is 0.0847.